This data is from Reaction yield outcomes from USPTO patents with 853,638 reactions. The task is: Predict the reaction yield, written as a fraction of the theoretical maximum amount of product (1.0 means a 100% yield; for example, 0.34 means a 34% yield). The reactants are [CH2:1]([O:3][C:4]([C:6]1[CH:7]=[N:8][C:9]2[C:14]([C:15]=1Cl)=[CH:13][C:12]([C:17]#[N:18])=[CH:11][CH:10]=2)=[O:5])[CH3:2].Cl.[Cl:20][C:21]1[CH:22]=[C:23]([CH:26]=[CH:27][C:28]=1[O:29][CH3:30])[CH2:24][NH2:25].C(N(C(C)C)CC)(C)C.O. The catalyst is C(O)CC. The product is [CH2:1]([O:3][C:4]([C:6]1[CH:7]=[N:8][C:9]2[C:14]([C:15]=1[NH:25][CH2:24][C:23]1[CH:26]=[CH:27][C:28]([O:29][CH3:30])=[C:21]([Cl:20])[CH:22]=1)=[CH:13][C:12]([C:17]#[N:18])=[CH:11][CH:10]=2)=[O:5])[CH3:2]. The yield is 0.970.